Task: Predict which catalyst facilitates the given reaction.. Dataset: Catalyst prediction with 721,799 reactions and 888 catalyst types from USPTO (1) Reactant: [S:1]1[C:5]([C:6]2([OH:16])[CH2:15][CH2:14][C:9]3(OCC[O:10]3)[CH2:8][CH2:7]2)=[CH:4][N:3]=[CH:2]1.Cl.C([O-])([O-])=O.[Na+].[Na+]. Product: [OH:16][C:6]1([C:5]2[S:1][CH:2]=[N:3][CH:4]=2)[CH2:15][CH2:14][C:9](=[O:10])[CH2:8][CH2:7]1. The catalyst class is: 1. (2) Reactant: Cl[C:2]1[C:3]2[CH:10]=[C:9]([C:11]3[CH:16]=[CH:15][C:14]([O:17][CH2:18][CH2:19][N:20]4[CH2:24][CH2:23][CH2:22][CH2:21]4)=[CH:13][CH:12]=3)[N:8]([CH2:25][O:26][CH2:27][CH2:28][Si:29]([CH3:32])([CH3:31])[CH3:30])[C:4]=2[N:5]=[CH:6][N:7]=1.[CH:33]1([CH2:36][O:37][C:38]2[CH:45]=[CH:44][C:43](B3OC(C)(C)C(C)(C)O3)=[CH:42][C:39]=2[C:40]#[N:41])[CH2:35][CH2:34]1.C([O-])([O-])=O.[Na+].[Na+].C([O-])(=O)C.[K+]. Product: [CH:33]1([CH2:36][O:37][C:38]2[CH:45]=[CH:44][C:43]([C:2]3[C:3]4[CH:10]=[C:9]([C:11]5[CH:16]=[CH:15][C:14]([O:17][CH2:18][CH2:19][N:20]6[CH2:21][CH2:22][CH2:23][CH2:24]6)=[CH:13][CH:12]=5)[N:8]([CH2:25][O:26][CH2:27][CH2:28][Si:29]([CH3:32])([CH3:30])[CH3:31])[C:4]=4[N:5]=[CH:6][N:7]=3)=[CH:42][C:39]=2[C:40]#[N:41])[CH2:35][CH2:34]1. The catalyst class is: 104. (3) Reactant: [CH3:1][C:2]1[C:10]2[CH2:9][O:8][C:7](=[O:11])[C:6]=2[CH:5]=[CH:4][C:3]=1[CH:12]([CH3:15])[CH:13]=O.[C:16]([N:23]1[CH2:28][CH2:27][NH:26][CH2:25][CH2:24]1)([O:18][C:19]([CH3:22])([CH3:21])[CH3:20])=[O:17].C(O[BH-](OC(=O)C)OC(=O)C)(=O)C.[Na+]. Product: [C:19]([O:18][C:16]([N:23]1[CH2:28][CH2:27][N:26]([CH2:13][CH:12]([C:3]2[CH:4]=[CH:5][C:6]3[C:7](=[O:11])[O:8][CH2:9][C:10]=3[C:2]=2[CH3:1])[CH3:15])[CH2:25][CH2:24]1)=[O:17])([CH3:22])([CH3:20])[CH3:21]. The catalyst class is: 2. (4) Reactant: [ClH:1].[F:2][C:3]([F:15])([F:14])[C:4]1[CH:13]=[CH:12][C:7]([O:8][CH2:9][C:10]#[N:11])=[CH:6][CH:5]=1.[CH2:16]([OH:18])[CH3:17]. Product: [ClH:1].[CH2:16]([O:18][C:10](=[NH:11])[CH2:9][O:8][C:7]1[CH:12]=[CH:13][C:4]([C:3]([F:14])([F:15])[F:2])=[CH:5][CH:6]=1)[CH3:17]. The catalyst class is: 28. (5) Reactant: C([O:4][C:5]1[CH:10]=[CH:9][C:8](/[CH:11]=[CH:12]/[C:13]([O:15]CC)=[O:14])=[CH:7][C:6]=1[C:18]1[CH:27]=[C:26]2[C:21]([C:22]([CH3:31])([CH3:30])[CH:23]=[CH:24][C:25]2([CH3:29])[CH3:28])=[CH:20][C:19]=1[CH3:32])(=O)C.[OH-].[K+].Cl. Product: [CH3:28][C:25]1([CH3:29])[C:26]2[C:21](=[CH:20][C:19]([CH3:32])=[C:18]([C:6]3[CH:7]=[C:8](/[CH:11]=[CH:12]/[C:13]([OH:15])=[O:14])[CH:9]=[CH:10][C:5]=3[OH:4])[CH:27]=2)[C:22]([CH3:31])([CH3:30])[CH:23]=[CH:24]1. The catalyst class is: 24.